From a dataset of Reaction yield outcomes from USPTO patents with 853,638 reactions. Predict the reaction yield, written as a fraction of the theoretical maximum amount of product (1.0 means a 100% yield; for example, 0.34 means a 34% yield). (1) The reactants are O.[NH2:2][NH2:3].[CH2:4]([O:6][C:7](=[O:19])[C:8](=O)[CH2:9][C:10](=O)[C:11]1[CH:12]=[N:13][CH:14]=[CH:15][CH:16]=1)[CH3:5]. The catalyst is C(O)C. The product is [CH2:4]([O:6][C:7]([C:8]1[CH:9]=[C:10]([C:11]2[CH:12]=[N:13][CH:14]=[CH:15][CH:16]=2)[NH:3][N:2]=1)=[O:19])[CH3:5]. The yield is 0.340. (2) The reactants are [CH2:1]([O:3][C:4]([C:6]1[N:7]=[C:8](S(C)(=O)=O)[N:9]([CH3:21])[C:10](=[O:20])[C:11]=1[O:12][CH2:13][C:14]1[CH:19]=[CH:18][CH:17]=[CH:16][CH:15]=1)=[O:5])[CH3:2].N1CC[O:29]CC1. No catalyst specified. The product is [CH2:1]([O:3][C:4]([C:6]1[NH:7][C:8](=[O:29])[N:9]([CH3:21])[C:10](=[O:20])[C:11]=1[O:12][CH2:13][C:14]1[CH:19]=[CH:18][CH:17]=[CH:16][CH:15]=1)=[O:5])[CH3:2]. The yield is 0.300. (3) The reactants are [CH3:1][O:2][C:3](=[O:15])[C:4](Br)=[N:5][NH:6][C:7]1[CH:12]=[CH:11][C:10]([Cl:13])=[CH:9][CH:8]=1.[I:16][C:17]1[CH:22]=[CH:21][C:20]([N:23]2[CH2:28][CH2:27][CH:26]=[C:25]([N:29]3[CH2:34][CH2:33][O:32][CH2:31][CH2:30]3)[C:24]2=[O:35])=[CH:19][CH:18]=1.C(N(CC)CC)C.O. The catalyst is C1(C)C=CC=CC=1.CCOC(C)=O. The product is [CH3:1][O:2][C:3]([C:4]1[CH:26]2[C:25]([N:29]3[CH2:30][CH2:31][O:32][CH2:33][CH2:34]3)([C:24](=[O:35])[N:23]([C:20]3[CH:21]=[CH:22][C:17]([I:16])=[CH:18][CH:19]=3)[CH2:28][CH2:27]2)[N:6]([C:7]2[CH:12]=[CH:11][C:10]([Cl:13])=[CH:9][CH:8]=2)[N:5]=1)=[O:15]. The yield is 0.950. (4) The reactants are [OH:1][C:2]1[C:3]2[S:24][CH:23]=[CH:22][C:4]=2[N:5]([N:14]=CC2C=CC=CC=2)[C:6](=[O:13])[C:7]=1[C:8](OCC)=O.[NH2:25][C:26]1[CH:31]=[CH:30][CH:29]=[CH:28][C:27]=1[S:32]([NH2:35])(=[O:34])=[O:33].[OH-].[K+].Cl. The product is [NH2:14][N:5]1[C:6](=[O:13])[C:7]([C:8]2[NH:25][C:26]3[CH:31]=[CH:30][CH:29]=[CH:28][C:27]=3[S:32](=[O:33])(=[O:34])[N:35]=2)=[C:2]([OH:1])[C:3]2[S:24][CH:23]=[CH:22][C:4]1=2. The yield is 0.980. The catalyst is C1(C)C=CC=CC=1.